This data is from Full USPTO retrosynthesis dataset with 1.9M reactions from patents (1976-2016). The task is: Predict the reactants needed to synthesize the given product. (1) Given the product [C:1]([O:5][C:6](=[O:29])[N:7]([CH2:22][C:23]1[CH:28]=[CH:27][CH:26]=[CH:25][CH:24]=1)[CH:8]1[CH2:11][N:10]([S:12]([C:15]2[CH:20]=[CH:19][C:18]([NH:34][CH2:30][CH2:31][CH2:32][CH3:33])=[CH:17][CH:16]=2)(=[O:14])=[O:13])[CH2:9]1)([CH3:4])([CH3:3])[CH3:2], predict the reactants needed to synthesize it. The reactants are: [C:1]([O:5][C:6](=[O:29])[N:7]([CH2:22][C:23]1[CH:28]=[CH:27][CH:26]=[CH:25][CH:24]=1)[CH:8]1[CH2:11][N:10]([S:12]([C:15]2[CH:20]=[CH:19][C:18](F)=[CH:17][CH:16]=2)(=[O:14])=[O:13])[CH2:9]1)([CH3:4])([CH3:3])[CH3:2].[CH2:30]([NH2:34])[CH2:31][CH2:32][CH3:33].C(=O)([O-])[O-].[K+].[K+]. (2) Given the product [O:23]1[CH2:24][CH2:25][CH:20]([N:12]2[CH:13]=[C:9]([B:4]3[O:5][C:6]([CH3:7])([CH3:8])[C:2]([CH3:14])([CH3:1])[O:3]3)[CH:10]=[N:11]2)[CH2:21][CH2:22]1, predict the reactants needed to synthesize it. The reactants are: [CH3:1][C:2]1([CH3:14])[C:6]([CH3:8])([CH3:7])[O:5][B:4]([C:9]2[CH:10]=[N:11][NH:12][CH:13]=2)[O:3]1.CS(O[CH:20]1[CH2:25][CH2:24][O:23][CH2:22][CH2:21]1)(=O)=O.[H-].[Na+]. (3) The reactants are: Cl[C:2]1[N:7]=[C:6]([NH:8][C:9]2[CH:18]=[C:17]([N+:19]([O-:21])=[O:20])[CH:16]=[CH:15][C:10]=2[C:11]([NH:13][CH3:14])=[O:12])[C:5]([Cl:22])=[CH:4][N:3]=1.[NH2:23][C:24]1[CH:37]=[CH:36][C:27]2[NH:28][C:29](=[O:35])[CH2:30][CH2:31][C:32]([CH3:34])([CH3:33])[C:26]=2[CH:25]=1. Given the product [Cl:22][C:5]1[C:6]([NH:8][C:9]2[CH:18]=[C:17]([N+:19]([O-:21])=[O:20])[CH:16]=[CH:15][C:10]=2[C:11]([NH:13][CH3:14])=[O:12])=[N:7][C:2]([NH:23][C:24]2[CH:37]=[CH:36][C:27]3[NH:28][C:29](=[O:35])[CH2:30][CH2:31][C:32]([CH3:33])([CH3:34])[C:26]=3[CH:25]=2)=[N:3][CH:4]=1, predict the reactants needed to synthesize it. (4) Given the product [CH:16]1([N:5]2[C:4]3[N:3]=[C:2]([N:26]4[CH:27]=[CH:28][C:23](=[NH:22])[CH:24]=[CH:25]4)[N:11]=[CH:10][C:9]=3[N:8]([CH3:12])[C:7](=[O:13])[C@H:6]2[CH2:14][CH3:15])[CH2:20][CH2:19][CH2:18][CH2:17]1, predict the reactants needed to synthesize it. The reactants are: Cl[C:2]1[N:11]=[CH:10][C:9]2[N:8]([CH3:12])[C:7](=[O:13])[C@@H:6]([CH2:14][CH3:15])[N:5]([CH:16]3[CH2:20][CH2:19][CH2:18][CH2:17]3)[C:4]=2[N:3]=1.Cl.[NH2:22][C:23]1[CH:28]=[CH:27][N:26]=[CH:25][CH:24]=1. (5) Given the product [Cl:1][C:2]1[N:9]=[C:8]([C:28]2[C:29]([N:31]([CH3:36])[S:32]([CH3:35])(=[O:34])=[O:33])=[CH:30][C:20]3[O:19][C:18]([C:15]4[CH:16]=[CH:17][C:12]([F:11])=[CH:13][CH:14]=4)=[C:22]([C:23]([NH:25][CH3:26])=[O:24])[C:21]=3[CH:27]=2)[CH:7]=[CH:6][C:3]=1[CH:4]=[O:5], predict the reactants needed to synthesize it. The reactants are: [Cl:1][C:2]1[N:9]=[C:8](Cl)[CH:7]=[CH:6][C:3]=1[CH:4]=[O:5].[F:11][C:12]1[CH:17]=[CH:16][C:15]([C:18]2[O:19][C:20]3[CH:30]=[C:29]([N:31]([CH3:36])[S:32]([CH3:35])(=[O:34])=[O:33])[C:28](B4OC(C)(C)C(C)(C)O4)=[CH:27][C:21]=3[C:22]=2[C:23]([NH:25][CH3:26])=[O:24])=[CH:14][CH:13]=1.C([O-])([O-])=O.[K+].[K+].